From a dataset of NCI-60 drug combinations with 297,098 pairs across 59 cell lines. Regression. Given two drug SMILES strings and cell line genomic features, predict the synergy score measuring deviation from expected non-interaction effect. (1) Drug 1: C1CC(=O)NC(=O)C1N2CC3=C(C2=O)C=CC=C3N. Drug 2: C1=CC(=CC=C1CC(C(=O)O)N)N(CCCl)CCCl.Cl. Cell line: MDA-MB-231. Synergy scores: CSS=15.6, Synergy_ZIP=-1.70, Synergy_Bliss=7.58, Synergy_Loewe=7.22, Synergy_HSA=7.49. (2) Cell line: UACC-257. Drug 2: CC(C)CN1C=NC2=C1C3=CC=CC=C3N=C2N. Drug 1: C1=CC(=CC=C1CCC2=CNC3=C2C(=O)NC(=N3)N)C(=O)NC(CCC(=O)O)C(=O)O. Synergy scores: CSS=2.90, Synergy_ZIP=-1.70, Synergy_Bliss=-0.592, Synergy_Loewe=-4.92, Synergy_HSA=-2.07. (3) Drug 1: COC1=C(C=C2C(=C1)N=CN=C2NC3=CC(=C(C=C3)F)Cl)OCCCN4CCOCC4. Drug 2: CN1C(=O)N2C=NC(=C2N=N1)C(=O)N. Cell line: HS 578T. Synergy scores: CSS=18.6, Synergy_ZIP=-3.84, Synergy_Bliss=1.81, Synergy_Loewe=-9.33, Synergy_HSA=0.760. (4) Drug 1: CC1=CC2C(CCC3(C2CCC3(C(=O)C)OC(=O)C)C)C4(C1=CC(=O)CC4)C. Drug 2: C(=O)(N)NO. Cell line: IGROV1. Synergy scores: CSS=4.10, Synergy_ZIP=5.37, Synergy_Bliss=2.42, Synergy_Loewe=0.791, Synergy_HSA=0.898. (5) Drug 1: COC1=NC(=NC2=C1N=CN2C3C(C(C(O3)CO)O)O)N. Drug 2: CC1=C(C(=CC=C1)Cl)NC(=O)C2=CN=C(S2)NC3=CC(=NC(=N3)C)N4CCN(CC4)CCO. Cell line: NCI-H226. Synergy scores: CSS=-0.607, Synergy_ZIP=0.554, Synergy_Bliss=1.05, Synergy_Loewe=-4.91, Synergy_HSA=-1.63. (6) Cell line: HOP-62. Drug 2: N.N.Cl[Pt+2]Cl. Synergy scores: CSS=-6.54, Synergy_ZIP=4.72, Synergy_Bliss=3.14, Synergy_Loewe=-3.92, Synergy_HSA=-3.62. Drug 1: CN(C)C1=NC(=NC(=N1)N(C)C)N(C)C. (7) Drug 1: CCC1=CC2CC(C3=C(CN(C2)C1)C4=CC=CC=C4N3)(C5=C(C=C6C(=C5)C78CCN9C7C(C=CC9)(C(C(C8N6C)(C(=O)OC)O)OC(=O)C)CC)OC)C(=O)OC.C(C(C(=O)O)O)(C(=O)O)O. Drug 2: CC1CCC2CC(C(=CC=CC=CC(CC(C(=O)C(C(C(=CC(C(=O)CC(OC(=O)C3CCCCN3C(=O)C(=O)C1(O2)O)C(C)CC4CCC(C(C4)OC)OCCO)C)C)O)OC)C)C)C)OC. Cell line: NCI-H460. Synergy scores: CSS=56.0, Synergy_ZIP=-2.97, Synergy_Bliss=-3.27, Synergy_Loewe=1.88, Synergy_HSA=-0.893.